Task: Token-level Classification. Given an antibody amino acid sequence, predict which amino acid positions are active in antigen binding. Output is a list of indices for active paratope positions.. Dataset: Antibody paratope prediction from SAbDab with 1,023 antibody chains (1) Given the antibody sequence: DVVMTQTPLTLSVTIGQPASISCKSSQSLLYSDGKTYLNWLLQRPGQSPMRLIYLVSKLDSGVPDRFTGSGSGTDFTLKISRVEAEDLGVYYCVQGTHFPFTFGSGTKLEIK, which amino acid positions are active in antigen binding (paratope)? The paratope positions are: [30, 31, 32, 33, 34]. (2) Given the antibody sequence: NIVLTQSPASLAVSLGQRATISCRASESVDHYGNSFIYWYQQKPGQPPKLLIYLASNLESGVPARFSGSGSETDFTLTIDSVETDDAATYYCQQNNEDPYTFGGGTKLEIK, which amino acid positions are active in antigen binding (paratope)? The paratope positions are: [30, 31, 32, 33]. (3) Given the antibody sequence: DVQMTQTPLTLSVTIGQPASISCESSQSLLYSNGKTYLNWLLQRPGQSPKRLIYLVSKLDSGVPDRFTGSGSGTDFTLRISRVEAEDLGVYYCVQGTHFPRTFGGGTKLEIK, which amino acid positions are active in antigen binding (paratope)? The paratope positions are: [30, 31, 32, 33, 34]. (4) Given the antibody sequence: QLQQSGPELVKPGASVKISCKASGYTFTDFNMHWVKQSHGKSLEWIGYIYPYNGITGQNQKFKSKATLTVDNSSSSAYMELRSLTSEDSAVYYCARERFGVGNNYAWFTYWGQGTLVTVSS, which amino acid positions are active in antigen binding (paratope)? The paratope positions are: [50, 81, 82, 83, 102, 103, 104, 105, 106, 107]. (5) Given the antibody sequence: QVQLQQPGAELVKPGASVKLSCKASGYTFTSYWMHWVKQRPGRGLEWIGRIDPNSGGTAYNEKFKSKATLQVDKPSSTAYMQLSSLTSEDSAVYYCARYDYYGGSYFDYWGQGTTLTVSS, which amino acid positions are active in antigen binding (paratope)? The paratope positions are: [52, 83, 84, 85, 104, 105, 106]. (6) The paratope positions are: [52, 83, 84, 85, 104, 105, 106]. Given the antibody sequence: EVQLVQSGAEVKKPGESLRISCKGSGYTFIPYWIEWVRQMPGKGLEWMGDILPGSGFTTYSPSFQGHVTISADKSISTAYLQWSSLKASDTAMYYCARSGYYGNSGFAYWGQGTLVTVSS, which amino acid positions are active in antigen binding (paratope)? (7) Given the antibody sequence: DVLMTQTPLSLPVGLGDQASISCRSSQSIVHSNGNTYLEWYLQKPGQSPKLLIYKVSNRFSGVPDRFSGSGSGTDFTLKISRVEAEDLGVYYCFQGSHAPYTFGGGTKLEIK, which amino acid positions are active in antigen binding (paratope)? The paratope positions are: [30, 31, 32, 33, 34]. (8) Given the antibody sequence: EVQLVESGGGLVQPGGSLRLSCAASGFNVYYSSIHWVRQAPGKGLEWVASIYSYYGSTSYADSVKGRFTISADTSKNTAYLQMNSLRAEDTAVYYCAREYHSYVYEPPLYGMDYWGQGTLVTVSS, which amino acid positions are active in antigen binding (paratope)? The paratope positions are: [52, 83, 84, 85, 104, 105, 106, 107, 108, 109, 110, 111]. (9) Given the antibody sequence: QVQLVQSGGGLVKPGGSLTLSCSASGFFFDNSWMGWVRQAPGKGLEWVGRIRRLKDGATGEYGAAVKDRFTISRDDSRNMLYLHMRTLKTEDSGTYYCTMDEGTPVTRFLEWGYFYYYMAVWGRGTTVIVSS, which amino acid positions are active in antigen binding (paratope)? The paratope positions are: [52, 53, 54, 85, 86, 87, 106, 107, 108, 109, 110, 111, 112, 113, 114, 115, 116, 117, 118].